From a dataset of Catalyst prediction with 721,799 reactions and 888 catalyst types from USPTO. Predict which catalyst facilitates the given reaction. (1) Reactant: [NH2:1][C:2]1[S:3][CH:4]=[CH:5][C:6]=1[C:7]([NH2:9])=[O:8].[C:10](Cl)(=[O:12])[CH3:11]. Product: [C:10]([NH:1][C:2]1[S:3][CH:4]=[CH:5][C:6]=1[C:7]([NH2:9])=[O:8])(=[O:12])[CH3:11]. The catalyst class is: 228. (2) Reactant: [Cl:1][C:2]1[C:3]([C:8]2[CH:13]=[C:12]([C:14]([F:17])([F:16])[F:15])[CH:11]=[CH:10][C:9]=2[C:18]2[O:23][C:22](=[O:24])[C:21]3[CH:25]=[C:26](/[CH:30]=[N:31]/[O:32][CH3:33])[CH:27]=[C:28]([CH3:29])[C:20]=3[N:19]=2)=[N:4][CH:5]=[CH:6][CH:7]=1.[CH3:34][NH2:35]. Product: [Cl:1][C:2]1[C:3]([C:8]2[CH:13]=[C:12]([C:14]([F:17])([F:16])[F:15])[CH:11]=[CH:10][C:9]=2[C:18]([NH:19][C:20]2[C:28]([CH3:29])=[CH:27][C:26](/[CH:30]=[N:31]/[O:32][CH3:33])=[CH:25][C:21]=2[C:22]([NH:35][CH3:34])=[O:24])=[O:23])=[N:4][CH:5]=[CH:6][CH:7]=1. The catalyst class is: 1. (3) The catalyst class is: 264. Reactant: [CH3:1][N:2]([CH3:9])[C@@H:3]1[CH2:7][NH:6][C@@H:5]([CH3:8])[CH2:4]1.[NH2:10][C:11]1[C:16]([N+:17]([O-])=O)=[CH:15][CH:14]=[C:13](F)[CH:12]=1.CCN(CC)CC. Product: [CH3:1][N:2]([CH3:9])[CH:3]1[CH2:7][N:6]([C:14]2[CH:13]=[CH:12][C:11]([NH2:10])=[C:16]([NH2:17])[CH:15]=2)[CH:5]([CH3:8])[CH2:4]1. (4) Reactant: CC1C=CC(S(O[CH2:12][CH:13]2[O:18][C:17]3[CH:19]=[C:20]([F:24])[CH:21]=[C:22]([F:23])[C:16]=3[O:15][CH2:14]2)(=O)=O)=CC=1.[CH3:25][CH:26]([NH2:28])[CH3:27]. Product: [F:23][C:22]1[C:16]2[O:15][CH2:14][CH:13]([CH2:12][NH:28][CH:26]([CH3:27])[CH3:25])[O:18][C:17]=2[CH:19]=[C:20]([F:24])[CH:21]=1. The catalyst class is: 10. (5) Reactant: [CH2:1]([N:3]1[CH:7]=[C:6]([CH3:8])[CH:5]=[C:4]1[C:9]([O:11]CC)=[O:10])[CH3:2].CO.C1COCC1.[OH-].[Na+]. Product: [CH2:1]([N:3]1[CH:7]=[C:6]([CH3:8])[CH:5]=[C:4]1[C:9]([OH:11])=[O:10])[CH3:2]. The catalyst class is: 6. (6) Reactant: [F:1][C:2]1[CH:3]=[C:4]([S:9](Cl)(=[O:11])=[O:10])[CH:5]=[CH:6][C:7]=1[F:8].[CH3:13][NH:14][CH3:15].C(OCC)C. Product: [F:1][C:2]1[CH:3]=[C:4]([S:9]([N:14]([CH3:15])[CH3:13])(=[O:11])=[O:10])[CH:5]=[CH:6][C:7]=1[F:8]. The catalyst class is: 3. (7) Reactant: C[N:2]([CH3:5])C=O.S(OC)(OC)(=O)=O.C[O-].[Na+].[C:16](#[N:20])[CH2:17][C:18]#[N:19].Cl.[C:22](N)(=[NH:24])[CH3:23].C(N)(=N)C. Product: [NH2:19][C:18]1[C:17]([C:5]#[N:2])=[CH:16][N:20]=[C:22]([CH3:23])[N:24]=1. The catalyst class is: 5.